Dataset: Retrosynthesis with 50K atom-mapped reactions and 10 reaction types from USPTO. Task: Predict the reactants needed to synthesize the given product. Given the product CC(=O)OC1Oc2ccc(C#N)cc2C1(C)C, predict the reactants needed to synthesize it. The reactants are: CC(=O)O.CC1(C)c2cc(C#N)ccc2OC1Cl.